Predict the product of the given reaction. From a dataset of Forward reaction prediction with 1.9M reactions from USPTO patents (1976-2016). (1) Given the reactants [C:1](O[C:6]([NH:8][C@@H:9]([C:13]([OH:15])=O)[CH2:10][O:11][CH3:12])=O)(C)(C)C.[C:16]([O:20][C:21]([NH:23][C@H:24]([C:28]([OH:30])=[O:29])[CH2:25][O:26][CH3:27])=[O:22])([CH3:19])([CH3:18])[CH3:17], predict the reaction product. The product is: [CH3:6][NH:8][C@@H:9]([C:13]([NH2:23])=[O:15])[CH2:10][O:11][CH3:12].[C:16]([O:20][C:21]([N:23]([CH3:1])[C@@H:24]([C:28]([OH:30])=[O:29])[CH2:25][O:26][CH3:27])=[O:22])([CH3:19])([CH3:17])[CH3:18]. (2) Given the reactants Cl[C:2]1[N:3]=[C:4]([NH:15][C:16]2[CH:17]=[N:18][N:19]([CH2:21][CH2:22][OH:23])[CH:20]=2)[C:5]([C:12]([NH2:14])=[O:13])=[N:6][C:7]=1[C:8](O)([CH3:10])[CH3:9].[NH2:24][C@@H:25]1[CH2:29][CH2:28][N:27]([C:30]([O:32][C:33]([CH3:36])([CH3:35])[CH3:34])=[O:31])[CH2:26]1.C(N(C(C)C)CC)(C)C.[Cl-].[Na+].O.O, predict the reaction product. The product is: [C:12]([C:5]1[N:6]=[C:7]([C:8]([CH3:10])=[CH2:9])[C:2]([NH:24][C@@H:25]2[CH2:29][CH2:28][N:27]([C:30]([O:32][C:33]([CH3:36])([CH3:35])[CH3:34])=[O:31])[CH2:26]2)=[N:3][C:4]=1[NH:15][C:16]1[CH:17]=[N:18][N:19]([CH2:21][CH2:22][OH:23])[CH:20]=1)(=[O:13])[NH2:14]. (3) Given the reactants [CH3:1][O:2][C:3]1[CH:4]=[C:5]2[C:10](=[CH:11][CH:12]=1)[C:9]([CH2:13][C:14]1[CH:19]=[CH:18][C:17]([O:20][CH2:21][CH2:22][N:23]3[CH2:28][CH2:27][CH2:26][CH2:25][CH2:24]3)=[CH:16][CH:15]=1)=[C:8](OS(C(F)(F)F)(=O)=O)[CH:7]=[CH:6]2.[F:37][C:38]1[CH:43]=[CH:42][C:41]([F:44])=[CH:40][C:39]=1B(O)O.[F-].[Cs+], predict the reaction product. The product is: [F:37][C:38]1[CH:43]=[CH:42][C:41]([F:44])=[CH:40][C:39]=1[C:8]1[CH:7]=[CH:6][C:5]2[C:10](=[CH:11][CH:12]=[C:3]([O:2][CH3:1])[CH:4]=2)[C:9]=1[CH2:13][C:14]1[CH:19]=[CH:18][C:17]([O:20][CH2:21][CH2:22][N:23]2[CH2:28][CH2:27][CH2:26][CH2:25][CH2:24]2)=[CH:16][CH:15]=1.